The task is: Predict the reactants needed to synthesize the given product.. This data is from Full USPTO retrosynthesis dataset with 1.9M reactions from patents (1976-2016). (1) The reactants are: [C:1]([C:3]1[CH:4]=[N:5][C:6]2[C:11]([CH:12]=1)=[CH:10][C:9]([O:13][CH:14]([S:24][CH3:25])[C:15]([NH:17][C:18]1([CH:22]=O)[CH2:21][CH2:20][CH2:19]1)=[O:16])=[CH:8][CH:7]=2)#[CH:2].C([O-])(=O)C.[Na+].Cl.[CH3:32][O:33][NH2:34].O. Given the product [C:1]([C:3]1[CH:4]=[N:5][C:6]2[C:11]([CH:12]=1)=[CH:10][C:9]([O:13][CH:14]([S:24][CH3:25])[C:15]([NH:17][C:18]1([CH:22]=[N:34][O:33][CH3:32])[CH2:19][CH2:20][CH2:21]1)=[O:16])=[CH:8][CH:7]=2)#[CH:2], predict the reactants needed to synthesize it. (2) Given the product [CH3:26][N:24]1[CH:25]=[C:21]([C:18]2[CH:19]=[CH:20][C:15]3[N:16]([C:12]([CH2:11][C:8]4[CH:9]=[CH:10][C:5]5[N:6]([C:2]([CH:27]=[CH2:28])=[CH:3][N:4]=5)[CH:7]=4)=[CH:13][N:14]=3)[N:17]=2)[CH:22]=[N:23]1, predict the reactants needed to synthesize it. The reactants are: Br[C:2]1[N:6]2[CH:7]=[C:8]([CH2:11][C:12]3[N:16]4[N:17]=[C:18]([C:21]5[CH:22]=[N:23][N:24]([CH3:26])[CH:25]=5)[CH:19]=[CH:20][C:15]4=[N:14][CH:13]=3)[CH:9]=[CH:10][C:5]2=[N:4][CH:3]=1.[CH2:27]([Sn](CCCC)(CCCC)C=C)[CH2:28]CC. (3) The reactants are: C(O[C:5](=[O:41])[CH2:6][O:7][C:8]1[CH:9]=[C:10]([C:14]2[N:23]=[C:22]([NH:24][C:25]3[CH:26]=[C:27]4[C:31](=[CH:32][CH:33]=3)[N:30](C(OC(C)(C)C)=O)[N:29]=[CH:28]4)[C:21]3[C:16](=[CH:17][CH:18]=[CH:19][CH:20]=3)[N:15]=2)[CH:11]=[CH:12][CH:13]=1)(C)C.C1CN([P+](O[N:59]2N=N[C:61]3[CH:62]=[CH:63][CH:64]=[CH:65][C:60]2=3)(N2CCCC2)N2CCCC2)CC1.F[P-](F)(F)(F)(F)F.CCN(C(C)C)C(C)C.C1(N)CCCCC1. Given the product [NH:30]1[C:31]2[C:32](=[CH:33][C:25]([NH:24][C:22]3[C:21]4[C:16](=[CH:17][CH:18]=[CH:19][CH:20]=4)[N:15]=[C:14]([C:10]4[CH:9]=[C:8]([CH:13]=[CH:12][CH:11]=4)[O:7][CH2:6][C:5]([NH:59][CH:60]4[CH2:65][CH2:64][CH2:63][CH2:62][CH2:61]4)=[O:41])[N:23]=3)=[CH:26][CH:27]=2)[CH:28]=[N:29]1, predict the reactants needed to synthesize it. (4) Given the product [F:1][C:2]1[CH:3]=[C:4]([CH:29]=[C:30]([N:32]2[CH2:37][CH2:36][CH2:35][CH2:34][CH2:33]2)[CH:31]=1)[C:5]([NH:7][C:8]1[C:17]2[C:12](=[CH:13][CH:14]=[CH:15][CH:16]=2)[C:11]([O:18][C:19]2[CH:24]=[CH:23][N:22]=[C:21]([N:39]([CH3:38])[CH2:40][C:41]#[CH:42])[N:20]=2)=[CH:10][CH:9]=1)=[O:6], predict the reactants needed to synthesize it. The reactants are: [F:1][C:2]1[CH:3]=[C:4]([CH:29]=[C:30]([N:32]2[CH2:37][CH2:36][CH2:35][CH2:34][CH2:33]2)[CH:31]=1)[C:5]([NH:7][C:8]1[C:17]2[C:12](=[CH:13][CH:14]=[CH:15][CH:16]=2)[C:11]([O:18][C:19]2[CH:24]=[CH:23][N:22]=[C:21](S(C)(=O)=O)[N:20]=2)=[CH:10][CH:9]=1)=[O:6].[CH3:38][NH:39][CH2:40][C:41]#[CH:42]. (5) Given the product [C:46]([O:49][C:26]([NH:23][C:13]1([CH2:19][F:20])[CH2:14][CH2:15][N:11]([C:9]([O:8][CH2:1][C:2]2[CH:3]=[CH:4][CH:5]=[CH:6][CH:7]=2)=[O:10])[CH2:12]1)=[O:35])([CH3:48])([CH3:47])[CH3:45], predict the reactants needed to synthesize it. The reactants are: [CH2:1]([O:8][C:9]([N:11]1[CH2:15][CH2:14][C:13]([CH2:19][F:20])(C(O)=O)[CH2:12]1)=[O:10])[C:2]1[CH:7]=[CH:6][CH:5]=[CH:4][CH:3]=1.C([N:23]([CH2:26]C)CC)C.C1(P(N=[N+]=[N-])(C2C=CC=CC=2)=[O:35])C=CC=CC=1.[CH3:45][C:46]([OH:49])([CH3:48])[CH3:47]. (6) Given the product [CH2:18]([N:10]1[CH2:9][CH2:8][C:7]2[C:12](=[CH:13][CH:14]=[C:5]([O:4][CH3:3])[CH:6]=2)[C:11]1=[O:15])[CH:17]=[CH2:16], predict the reactants needed to synthesize it. The reactants are: [H-].[Na+].[CH3:3][O:4][C:5]1[CH:6]=[C:7]2[C:12](=[CH:13][CH:14]=1)[C:11](=[O:15])[NH:10][CH2:9][CH2:8]2.[CH2:16](I)[CH:17]=[CH2:18].O.